From a dataset of Catalyst prediction with 721,799 reactions and 888 catalyst types from USPTO. Predict which catalyst facilitates the given reaction. Reactant: [CH3:1][N:2]([CH2:4][CH2:5][N:6]1[C:20](=[O:21])[C:15]2=[CH:16][C:17]([NH2:19])=[CH:18][C:13]3[C:14]2=[C:9]([CH:10]=[CH:11][CH:12]=3)[C:7]1=[O:8])[CH3:3].[Cl:22][C:23]([Cl:30])([Cl:29])[C:24]([N:26]=[C:27]=[O:28])=[O:25].O. Product: [Cl:22][C:23]([Cl:30])([Cl:29])[C:24]([NH:26][C:27]([NH:19][C:17]1[CH:18]=[C:13]2[CH:12]=[CH:11][CH:10]=[C:9]3[C:14]2=[C:15]([CH:16]=1)[C:20](=[O:21])[N:6]([CH2:5][CH2:4][N:2]([CH3:1])[CH3:3])[C:7]3=[O:8])=[O:28])=[O:25]. The catalyst class is: 573.